Dataset: Reaction yield outcomes from USPTO patents with 853,638 reactions. Task: Predict the reaction yield, written as a fraction of the theoretical maximum amount of product (1.0 means a 100% yield; for example, 0.34 means a 34% yield). (1) The reactants are O[C:2]1[CH:7]=[CH:6][N:5]=[C:4]([C:8]([F:11])([F:10])[F:9])[CH:3]=1.S(Cl)([Cl:14])=O. The catalyst is ClC1C=CC=CC=1Cl.CN(C=O)C. The product is [Cl:14][C:2]1[CH:7]=[CH:6][N:5]=[C:4]([C:8]([F:11])([F:10])[F:9])[CH:3]=1. The yield is 0.920. (2) The reactants are C([O:4][CH:5]1[O:22][C@H:21]([C:23]([O:25][CH3:26])=[O:24])[C@@H:16]([O:17][C:18](=[O:20])[CH3:19])[C@H:11]([O:12][C:13](=[O:15])[CH3:14])[C@H:6]1[O:7][C:8](=[O:10])[CH3:9])(=O)C.C(N)C1C=CC=CC=1. The catalyst is CN(C=O)C. The product is [C:8]([O:7][C@@H:6]1[C@@H:11]([O:12][C:13](=[O:15])[CH3:14])[C@H:16]([O:17][C:18](=[O:20])[CH3:19])[C@@H:21]([C:23]([O:25][CH3:26])=[O:24])[O:22][CH:5]1[OH:4])(=[O:10])[CH3:9]. The yield is 0.840. (3) The reactants are [OH:1][CH2:2][C:3]([CH3:32])([CH3:31])[CH2:4][NH:5][C:6]([C:8]1[C:16]2[C:11](=[N:12][CH:13]=[C:14]([NH:17][CH2:18][C:19](=[O:22])[NH:20][CH3:21])[N:15]=2)[N:10](COCC[Si](C)(C)C)[CH:9]=1)=[O:7].C(=O)(O)[O-].[Na+]. The catalyst is [F-].C([N+](CCCC)(CCCC)CCCC)CCC.C1COCC1. The product is [OH:1][CH2:2][C:3]([CH3:32])([CH3:31])[CH2:4][NH:5][C:6]([C:8]1[C:16]2[C:11](=[N:12][CH:13]=[C:14]([NH:17][CH2:18][C:19](=[O:22])[NH:20][CH3:21])[N:15]=2)[NH:10][CH:9]=1)=[O:7]. The yield is 0.210.